Task: Regression. Given two drug SMILES strings and cell line genomic features, predict the synergy score measuring deviation from expected non-interaction effect.. Dataset: NCI-60 drug combinations with 297,098 pairs across 59 cell lines Drug 1: C1C(C(OC1N2C=NC3=C(N=C(N=C32)Cl)N)CO)O. Drug 2: C(CN)CNCCSP(=O)(O)O. Cell line: NCI-H522. Synergy scores: CSS=15.4, Synergy_ZIP=-10.7, Synergy_Bliss=-4.44, Synergy_Loewe=-20.2, Synergy_HSA=-4.29.